Dataset: Peptide-MHC class I binding affinity with 185,985 pairs from IEDB/IMGT. Task: Regression. Given a peptide amino acid sequence and an MHC pseudo amino acid sequence, predict their binding affinity value. This is MHC class I binding data. The peptide sequence is AEMRETHWL. The MHC is HLA-B07:02 with pseudo-sequence HLA-B07:02. The binding affinity (normalized) is 0.0847.